This data is from HIV replication inhibition screening data with 41,000+ compounds from the AIDS Antiviral Screen. The task is: Binary Classification. Given a drug SMILES string, predict its activity (active/inactive) in a high-throughput screening assay against a specified biological target. (1) The drug is Cc1nc(Nc2ccccc2C)c2ccsc2n1. The result is 0 (inactive). (2) The molecule is CC(C)(C)C1(c2ccc(C3(c4ccccc4)Oc4ccccc4S3)[nH]2)Oc2ccccc2S1. The result is 0 (inactive). (3) The molecule is O=[N+]([O-])c1ccc(NN=C2C=CCCC2)c([N+](=O)[O-])c1. The result is 0 (inactive). (4) The molecule is CC(CCCN1CCN(C)CC1)C1CCC2C3CCC4CC(O)CCC4(C)C3CCC12C.Cl. The result is 0 (inactive). (5) The drug is Cc1ccc(C=C(C(=O)O)C(=O)O)o1. The result is 1 (active). (6) The compound is Cc1c([N+](=O)[O-])c(C)c(S(=O)(=O)c2c(C)c([N+](=O)[O-])c(C)c([N+](=O)[O-])c2C)c(C)c1[N+](=O)[O-]. The result is 0 (inactive).